This data is from Catalyst prediction with 721,799 reactions and 888 catalyst types from USPTO. The task is: Predict which catalyst facilitates the given reaction. (1) Reactant: [N:1]1([CH2:6][CH2:7][O:8][C:9]2[CH:14]=[CH:13][C:12]([NH:15][CH2:16][C:17]3[CH:22]=[CH:21][CH:20]=[C:19]([O:23][CH:24]4[CH2:29][CH2:28][CH2:27][CH2:26][O:25]4)[CH:18]=3)=[CH:11][CH:10]=2)[CH2:5][CH2:4][CH2:3][CH2:2]1.C(N(CC)CC)C.[C:37]([C:39]1[CH:44]=[CH:43][CH:42]=[CH:41][C:40]=1[S:45](Cl)(=[O:47])=[O:46])#[N:38].C(=O)(O)[O-].[Na+]. Product: [C:37]([C:39]1[CH:44]=[CH:43][CH:42]=[CH:41][C:40]=1[S:45]([N:15]([C:12]1[CH:13]=[CH:14][C:9]([O:8][CH2:7][CH2:6][N:1]2[CH2:2][CH2:3][CH2:4][CH2:5]2)=[CH:10][CH:11]=1)[CH2:16][C:17]1[CH:22]=[CH:21][CH:20]=[C:19]([O:23][CH:24]2[CH2:29][CH2:28][CH2:27][CH2:26][O:25]2)[CH:18]=1)(=[O:47])=[O:46])#[N:38]. The catalyst class is: 2. (2) Reactant: [OH-].[Li+].[C:3]([O:7][C:8]([NH:10][C:11]1([CH3:20])[CH2:15][CH2:14][CH2:13][CH:12]1[C:16]([O:18]C)=[O:17])=[O:9])([CH3:6])([CH3:5])[CH3:4]. Product: [C:3]([O:7][C:8]([NH:10][C:11]1([CH3:20])[CH2:15][CH2:14][CH2:13][CH:12]1[C:16]([OH:18])=[O:17])=[O:9])([CH3:6])([CH3:4])[CH3:5]. The catalyst class is: 20. (3) The catalyst class is: 182. Reactant: B.C1COCC1.B1(C)OC(C2C=CC=CC=2)(C2C=CC=CC=2)[C@H]2N1CCC2.[CH3:28][O:29][C:30](=[O:44])[CH:31](C)[CH2:32][C:33]([C:35]1[CH:40]=[CH:39][C:38]([F:41])=[C:37]([CH3:42])[CH:36]=1)=[O:34].[Cl-].[NH4+]. Product: [F:41][C:38]1[CH:39]=[CH:40][C:35]([C@H:33]([OH:34])[CH2:32][CH2:31][C:30]([O:29][CH3:28])=[O:44])=[CH:36][C:37]=1[CH3:42]. (4) Reactant: [F:1][C:2]([F:22])([F:21])[C:3]1[CH:4]=[C:5]([C:9]2[CH:18]=[CH:17][C:16]3[C:11](=[C:12]([CH2:19]O)[CH:13]=[CH:14][CH:15]=3)[N:10]=2)[CH:6]=[CH:7][CH:8]=1.O=S(Cl)[Cl:25]. Product: [Cl:25][CH2:19][C:12]1[CH:13]=[CH:14][CH:15]=[C:16]2[C:11]=1[N:10]=[C:9]([C:5]1[CH:6]=[CH:7][CH:8]=[C:3]([C:2]([F:22])([F:21])[F:1])[CH:4]=1)[CH:18]=[CH:17]2. The catalyst class is: 2. (5) Reactant: BrC1C=C(C[NH:11][C:12]([C:14]2[CH:19]=[CH:18][CH:17]=[C:16]([C:20]([NH:22][CH2:23][C:24]3[C:25]([NH:37][CH:38]4[CH2:43][CH2:42][O:41][CH2:40][CH2:39]4)=[C:26]4[CH:34]=[N:33][N:32]([CH2:35][CH3:36])[C:27]4=[N:28][C:29]=3[CH2:30][CH3:31])=[O:21])[CH:15]=2)=[O:13])C=C(OC)C=1.[CH:44]([C:46]1[CH:47]=[C:48](B(O)O)[CH:49]=[CH:50][CH:51]=1)=[O:45].[C:55]([O-:58])([O-])=O.[Na+].[Na+].O. Product: [CH2:35]([N:32]1[C:27]2=[N:28][C:29]([CH2:30][CH3:31])=[C:24]([CH2:23][N:22]([CH2:12][C:14]3[CH:15]=[C:16]([C:48]4[CH:49]=[CH:50][CH:51]=[C:46]([CH:44]=[O:45])[CH:47]=4)[CH:17]=[C:18]([O:58][CH3:55])[CH:19]=3)[C:20]([C:16]3[CH:17]=[CH:18][CH:19]=[C:14]([C:12]([NH2:11])=[O:13])[CH:15]=3)=[O:21])[C:25]([NH:37][CH:38]3[CH2:43][CH2:42][O:41][CH2:40][CH2:39]3)=[C:26]2[CH:34]=[N:33]1)[CH3:36]. The catalyst class is: 77. (6) Reactant: C([O-])([O-])=O.[K+].[K+].FC(F)(F)C([N:11]([CH2:22][C:23]([O:25][C:26]([CH3:29])([CH3:28])[CH3:27])=[O:24])[CH2:12][C:13]1[CH:18]=[CH:17][CH:16]=[C:15]([N+:19]([O-:21])=[O:20])[CH:14]=1)=O. Product: [N+:19]([C:15]1[CH:14]=[C:13]([CH:18]=[CH:17][CH:16]=1)[CH2:12][NH:11][CH2:22][C:23]([O:25][C:26]([CH3:27])([CH3:28])[CH3:29])=[O:24])([O-:21])=[O:20]. The catalyst class is: 24. (7) Reactant: [NH2:1][C:2]1[C:10]2[C:5](=[CH:6][CH:7]=[C:8]([C:11]3[N:12]=[N:13][N:14]([CH2:16][C:17]4[CH:22]=[CH:21][CH:20]=[CH:19][CH:18]=4)[CH:15]=3)[CH:9]=2)[N:4]([C:23]([O:25][C:26]([CH3:29])([CH3:28])[CH3:27])=[O:24])[N:3]=1.C(N(C(C)C)CC)(C)C.[Br:39][CH2:40][C:41](Cl)=[O:42]. Product: [CH2:16]([N:14]1[CH:15]=[C:11]([C:8]2[CH:9]=[C:10]3[C:5](=[CH:6][CH:7]=2)[N:4]([C:23]([O:25][C:26]([CH3:29])([CH3:28])[CH3:27])=[O:24])[N:3]=[C:2]3[NH:1][C:41](=[O:42])[CH2:40][Br:39])[N:12]=[N:13]1)[C:17]1[CH:22]=[CH:21][CH:20]=[CH:19][CH:18]=1. The catalyst class is: 7. (8) Reactant: [C:1]([C:4]1[CH:5]=[C:6]2[C:10](=[CH:11][CH:12]=1)[NH:9][CH:8]=[C:7]2[CH2:13][C:14]1[CH:19]=[CH:18][C:17]([Cl:20])=[CH:16][C:15]=1[Cl:21])([OH:3])=O.C1(C2CCCCCCCCCC=2)CCCCCCCCNN=1.[CH2:44]([S:49]([NH2:52])(=[O:51])=[O:50])[CH2:45][CH2:46][CH2:47][CH3:48].Cl. Product: [Cl:21][C:15]1[CH:16]=[C:17]([Cl:20])[CH:18]=[CH:19][C:14]=1[CH2:13][C:7]1[C:6]2[C:10](=[CH:11][CH:12]=[C:4]([C:1](=[O:3])[NH:52][S:49]([CH2:44][CH2:45][CH2:46][CH2:47][CH3:48])(=[O:51])=[O:50])[CH:5]=2)[NH:9][CH:8]=1. The catalyst class is: 145. (9) Reactant: [NH2:1][C:2]1[CH:29]=[CH:28][C:5]([CH2:6][C@H:7]([N:10]([CH2:18][C@@H:19](C2C=CC=C(Cl)C=2)[OH:20])[C:11](=[O:17])[O:12][C:13]([CH3:16])([CH3:15])[CH3:14])[CH2:8][OH:9])=[CH:4][CH:3]=1.[CH3:30]/[C:31](/[O:37][Si](C)(C)C)=N\[Si](C)(C)C.[N-]=[C:43]=[O:44].N[C:46](N)=O.[CH:49](N(CC)C(C)C)([CH3:51])[CH3:50].F[C:59](F)(F)[C:60](O)=O.C[N:66]1C[CH2:69][CH2:68][C:67]1=O. The catalyst class is: 6. Product: [OH:20][C@H:19]([CH2:46][O:44][C:43]1[CH:60]=[CH:59][CH:51]=[CH:49][CH:50]=1)[CH2:18][N:10]([C@@H:7]([CH2:6][C:5]1[CH:4]=[CH:3][C:2]([NH:1][C:31]([C:30]2[NH:66][CH:67]=[CH:68][CH:69]=2)=[O:37])=[CH:29][CH:28]=1)[CH2:8][OH:9])[C:11](=[O:17])[O:12][C:13]([CH3:16])([CH3:14])[CH3:15].